This data is from NCI-60 drug combinations with 297,098 pairs across 59 cell lines. The task is: Regression. Given two drug SMILES strings and cell line genomic features, predict the synergy score measuring deviation from expected non-interaction effect. (1) Drug 1: CC(C1=C(C=CC(=C1Cl)F)Cl)OC2=C(N=CC(=C2)C3=CN(N=C3)C4CCNCC4)N. Drug 2: CC1C(C(CC(O1)OC2CC(CC3=C2C(=C4C(=C3O)C(=O)C5=CC=CC=C5C4=O)O)(C(=O)C)O)N)O. Cell line: MDA-MB-231. Synergy scores: CSS=40.9, Synergy_ZIP=-3.73, Synergy_Bliss=-2.73, Synergy_Loewe=-17.2, Synergy_HSA=-1.01. (2) Drug 1: CN(C)N=NC1=C(NC=N1)C(=O)N. Drug 2: C1CC(C1)(C(=O)O)C(=O)O.[NH2-].[NH2-].[Pt+2]. Cell line: K-562. Synergy scores: CSS=26.4, Synergy_ZIP=0.678, Synergy_Bliss=3.45, Synergy_Loewe=-11.4, Synergy_HSA=4.91. (3) Drug 1: CC(C)(C#N)C1=CC(=CC(=C1)CN2C=NC=N2)C(C)(C)C#N. Drug 2: C(CC(=O)O)C(=O)CN.Cl. Cell line: SR. Synergy scores: CSS=1.38, Synergy_ZIP=5.61, Synergy_Bliss=13.7, Synergy_Loewe=4.20, Synergy_HSA=4.79. (4) Drug 1: C1=NNC2=C1C(=O)NC=N2. Drug 2: C1C(C(OC1N2C=NC(=NC2=O)N)CO)O. Cell line: M14. Synergy scores: CSS=-0.291, Synergy_ZIP=-1.22, Synergy_Bliss=-1.18, Synergy_Loewe=-7.36, Synergy_HSA=-3.20. (5) Drug 1: C1=NC(=NC(=O)N1C2C(C(C(O2)CO)O)O)N. Drug 2: CNC(=O)C1=NC=CC(=C1)OC2=CC=C(C=C2)NC(=O)NC3=CC(=C(C=C3)Cl)C(F)(F)F. Cell line: A498. Synergy scores: CSS=6.06, Synergy_ZIP=-1.02, Synergy_Bliss=2.50, Synergy_Loewe=-7.42, Synergy_HSA=-1.58. (6) Drug 1: CC(CN1CC(=O)NC(=O)C1)N2CC(=O)NC(=O)C2. Drug 2: COC1=C2C(=CC3=C1OC=C3)C=CC(=O)O2. Cell line: NCI-H226. Synergy scores: CSS=7.53, Synergy_ZIP=-2.58, Synergy_Bliss=0.367, Synergy_Loewe=-3.92, Synergy_HSA=-2.44. (7) Drug 1: CC1=C(C(=CC=C1)Cl)NC(=O)C2=CN=C(S2)NC3=CC(=NC(=N3)C)N4CCN(CC4)CCO. Drug 2: C1CCC(C(C1)N)N.C(=O)(C(=O)[O-])[O-].[Pt+4]. Cell line: KM12. Synergy scores: CSS=10.5, Synergy_ZIP=-7.66, Synergy_Bliss=-7.00, Synergy_Loewe=-4.49, Synergy_HSA=-5.59.